Dataset: Forward reaction prediction with 1.9M reactions from USPTO patents (1976-2016). Task: Predict the product of the given reaction. (1) Given the reactants Cl[C:2]1[CH:7]=[C:6]([Cl:8])[N:5]=[CH:4][N:3]=1.[CH3:9][N:10]1[CH2:15][CH2:14][NH:13][CH2:12][CH2:11]1, predict the reaction product. The product is: [Cl:8][C:6]1[CH:7]=[C:2]([N:13]2[CH2:14][CH2:15][N:10]([CH3:9])[CH2:11][CH2:12]2)[N:3]=[CH:4][N:5]=1. (2) Given the reactants [CH3:1][Mg]Br.CON(C)[C:7](=[O:19])[C:8]1[CH:13]=[CH:12][C:11]([N:14]2[CH:18]=[CH:17][CH:16]=[N:15]2)=[N:10][CH:9]=1, predict the reaction product. The product is: [N:14]1([C:11]2[N:10]=[CH:9][C:8]([C:7](=[O:19])[CH3:1])=[CH:13][CH:12]=2)[CH:18]=[CH:17][CH:16]=[N:15]1. (3) Given the reactants [CH3:1][O:2][C:3]1[CH:8]=[CH:7][C:6]([C:9]2[CH:13]([C:14]([O:16][CH2:17][CH3:18])=[O:15])[CH:12]([C:19]3[CH:24]=[CH:23][C:22]4[O:25][CH2:26][O:27][C:21]=4[CH:20]=3)[CH2:11][N:10]=2)=[CH:5][CH:4]=1.C([BH3-])#N.[Na+].Cl, predict the reaction product. The product is: [CH3:1][O:2][C:3]1[CH:8]=[CH:7][C:6]([CH:9]2[CH:13]([C:14]([O:16][CH2:17][CH3:18])=[O:15])[CH:12]([C:19]3[CH:24]=[CH:23][C:22]4[O:25][CH2:26][O:27][C:21]=4[CH:20]=3)[CH2:11][NH:10]2)=[CH:5][CH:4]=1. (4) Given the reactants [I:1][C:2]1[CH:7]=[C:6]([N+:8]([O-:10])=[O:9])[CH:5]=[CH:4][C:3]=1[OH:11].[CH3:12][O:13][CH2:14][CH2:15]Cl.C(=O)([O-])[O-].[K+].[K+].C1(O)C=CC=CC=1, predict the reaction product. The product is: [I:1][C:2]1[CH:7]=[C:6]([N+:8]([O-:10])=[O:9])[CH:5]=[CH:4][C:3]=1[O:11][CH2:15][CH2:14][O:13][CH3:12]. (5) The product is: [F:1][C:2]1[C:7]([F:8])=[CH:6][CH:5]=[CH:4][C:3]=1[C:9]1([C:14]([OH:16])=[O:15])[CH2:13][CH2:12][CH2:11][CH2:10]1. Given the reactants [F:1][C:2]1[C:7]([F:8])=[CH:6][CH:5]=[CH:4][C:3]=1[C:9]1([C:14]([O:16]C)=[O:15])[CH2:13][CH2:12][CH2:11][CH2:10]1.[OH-].[Na+], predict the reaction product. (6) Given the reactants [N:1]1[CH:5]=[C:4]([CH2:6][C:7]([OH:9])=O)[NH:3][CH:2]=1.[CH2:10]([C@@H:17]1[NH:22][CH2:21][CH2:20][N:19]([C:23]2[CH:28]=[CH:27][C:26]([O:29][CH3:30])=[C:25]([O:31][CH:32]([CH3:34])[CH3:33])[CH:24]=2)[CH2:18]1)[C:11]1[CH:16]=[CH:15][CH:14]=[CH:13][CH:12]=1, predict the reaction product. The product is: [CH2:10]([C@H:17]1[CH2:18][N:19]([C:23]2[CH:28]=[CH:27][C:26]([O:29][CH3:30])=[C:25]([O:31][CH:32]([CH3:34])[CH3:33])[CH:24]=2)[CH2:20][CH2:21][N:22]1[C:7](=[O:9])[CH2:6][C:4]1[NH:3][CH:2]=[N:1][CH:5]=1)[C:11]1[CH:12]=[CH:13][CH:14]=[CH:15][CH:16]=1. (7) The product is: [Cl:19][C:17]1[CH:16]=[CH:15][C:14]([CH3:20])=[C:13]([N:10]2[C:11](=[O:12])[C:4]3[CH:3]=[C:2]([C:33]4[C:34]([O:36][CH3:37])=[N:35][C:30]([O:29][CH3:28])=[N:31][CH:32]=4)[N:6]([CH2:7][CH3:8])[C:5]=3[CH:9]2[C:21]2[CH:26]=[CH:25][C:24]([Cl:27])=[CH:23][CH:22]=2)[CH:18]=1. Given the reactants Br[C:2]1[N:6]([CH2:7][CH3:8])[C:5]2[CH:9]([C:21]3[CH:26]=[CH:25][C:24]([Cl:27])=[CH:23][CH:22]=3)[N:10]([C:13]3[CH:18]=[C:17]([Cl:19])[CH:16]=[CH:15][C:14]=3[CH3:20])[C:11](=[O:12])[C:4]=2[CH:3]=1.[CH3:28][O:29][C:30]1[N:35]=[C:34]([O:36][CH3:37])[C:33](B(O)O)=[CH:32][N:31]=1.BrC1N(C(C)C)C2C(C3C=CC(Cl)=CC=3)N(C3C=C(Cl)C=CC=3C)C(=O)C=2C=1.COC1C(B2OC(C)(C)C(C)(C)O2)=CN=C(N)N=1, predict the reaction product. (8) Given the reactants [CH2:1]([O:3][N:4]([CH3:19])[C:5]1[N:10]=[C:9]([NH:11][CH2:12][CH2:13][CH3:14])[N:8]=[C:7]([NH:15][CH2:16][C:17]#[CH:18])[N:6]=1)[CH3:2].[ClH:20].C(OCC)C.Cl.C(ONC1N=C(NCCC)N=C(NCC#C)N=1)(C)(C)C, predict the reaction product. The product is: [ClH:20].[CH2:1]([O:3][N:4]([CH3:19])[C:5]1[N:6]=[C:7]([NH:15][CH2:16][CH2:17][CH3:18])[N:8]=[C:9]([NH:11][CH2:12][C:13]#[CH:14])[N:10]=1)[CH3:2]. (9) Given the reactants [Cl:1][C:2]1[C:3]([N:8]2[C:12]([C:13]3[O:22][C:21](=[O:23])[C:20]4[C:15](=[C:16]([CH3:27])[CH:17]=[C:18]5[CH:26]=[N:25][NH:24][C:19]5=4)[N:14]=3)=[CH:11][C:10]([O:28][CH3:29])=[N:9]2)=[N:4][CH:5]=[CH:6][CH:7]=1.Cl.[C:31]1([NH2:37])([CH:34]2[CH2:36][CH2:35]2)[CH2:33][CH2:32]1.C(N(CC)CC)C, predict the reaction product. The product is: [C:31]1([NH:37][C:21]([C:20]2[C:15]([NH:14][C:13]([C:12]3[N:8]([C:3]4[C:2]([Cl:1])=[CH:7][CH:6]=[CH:5][N:4]=4)[N:9]=[C:10]([O:28][CH3:29])[CH:11]=3)=[O:22])=[C:16]([CH3:27])[CH:17]=[C:18]3[C:19]=2[NH:24][N:25]=[CH:26]3)=[O:23])([CH:34]2[CH2:36][CH2:35]2)[CH2:33][CH2:32]1. (10) Given the reactants [OH:1][CH2:2][C:3]1[C:11]([S:12]([CH3:15])(=[O:14])=[O:13])=[CH:10][C:9]2[N:8]3[CH2:16][CH2:17][N:18]([C:23]4[N:28]=[C:27]([C:29]([F:32])([F:31])[F:30])[C:26]([C:33]([O:35]CC)=[O:34])=[CH:25][N:24]=4)[CH:19]([CH:20]([CH3:22])[CH3:21])[C:7]3=[CH:6][C:5]=2[CH:4]=1.[OH-].[Na+].Cl, predict the reaction product. The product is: [OH:1][CH2:2][C:3]1[C:11]([S:12]([CH3:15])(=[O:14])=[O:13])=[CH:10][C:9]2[N:8]3[CH2:16][CH2:17][N:18]([C:23]4[N:28]=[C:27]([C:29]([F:31])([F:30])[F:32])[C:26]([C:33]([OH:35])=[O:34])=[CH:25][N:24]=4)[CH:19]([CH:20]([CH3:22])[CH3:21])[C:7]3=[CH:6][C:5]=2[CH:4]=1.